Dataset: Catalyst prediction with 721,799 reactions and 888 catalyst types from USPTO. Task: Predict which catalyst facilitates the given reaction. (1) Reactant: [Cl:1][C:2]1[CH:3]=[C:4]2[C:8](=[CH:9][CH:10]=1)[N:7]([CH3:11])[C:6]([C:12]1[CH:17]=[CH:16][C:15]([Cl:18])=[CH:14][CH:13]=1)=[C:5]2[CH2:19][CH2:20][C:21]([OH:23])=O.[C:24]1([CH2:30][C:31]2([OH:37])[CH2:36][CH2:35][NH:34][CH2:33][CH2:32]2)[CH:29]=[CH:28][CH:27]=[CH:26][CH:25]=1. Product: [Cl:1][C:2]1[CH:3]=[C:4]2[C:8](=[CH:9][CH:10]=1)[N:7]([CH3:11])[C:6]([C:12]1[CH:13]=[CH:14][C:15]([Cl:18])=[CH:16][CH:17]=1)=[C:5]2[CH2:19][CH2:20][C:21]([N:34]1[CH2:33][CH2:32][C:31]([CH2:30][C:24]2[CH:29]=[CH:28][CH:27]=[CH:26][CH:25]=2)([OH:37])[CH2:36][CH2:35]1)=[O:23]. The catalyst class is: 7. (2) Reactant: C(O[C:6]([NH:8][CH:9]1[CH2:13][CH2:12][N:11]([C:14]2[CH:19]=[CH:18][C:17]([NH:20][C:21]3[N:30]=[CH:29][C:28]4[N:27]=[CH:26][C:25](=[O:31])[N:24]([CH:32]5[CH2:36][CH2:35][CH2:34][CH2:33]5)[C:23]=4[N:22]=3)=[CH:16][CH:15]=2)[CH2:10]1)=O)(C)(C)C.FC(F)(F)C(O)=O. Product: [CH:32]1([N:24]2[C:23]3[N:22]=[C:21]([NH:20][C:17]4[CH:18]=[CH:19][C:14]([N:11]5[CH2:10][CH2:9][N:8]([CH3:6])[CH2:13][CH2:12]5)=[CH:15][CH:16]=4)[N:30]=[CH:29][C:28]=3[N:27]=[CH:26][C:25]2=[O:31])[CH2:33][CH2:34][CH2:35][CH2:36]1. The catalyst class is: 2. (3) Reactant: Br[C:2]1[CH:7]=[CH:6][C:5]([F:8])=[CH:4][N:3]=1.C([Mg]Cl)(C)C.[Cl:14][CH2:15][C:16](N(OC)C)=[O:17]. Product: [Cl:14][CH2:15][C:16]([C:2]1[CH:7]=[CH:6][C:5]([F:8])=[CH:4][N:3]=1)=[O:17]. The catalyst class is: 11. (4) Reactant: [CH2:1](Br)[C:2]1[CH:7]=[CH:6][CH:5]=[CH:4][CH:3]=1.[H-].[Na+].[Br:11][C:12]1[CH:17]=[CH:16][C:15]([C@@:18]2([CH3:37])[C:22](=[O:23])[N:21]([C@@H:24]([CH2:32][CH:33]([CH3:35])[CH3:34])[C:25]([O:27][C:28]([CH3:31])([CH3:30])[CH3:29])=[O:26])[C:20](=[O:36])[NH:19]2)=[CH:14][CH:13]=1. Product: [Br:11][C:12]1[CH:17]=[CH:16][C:15]([C@@:18]2([CH3:37])[C:22](=[O:23])[N:21]([C@@H:24]([CH2:32][CH:33]([CH3:34])[CH3:35])[C:25]([O:27][C:28]([CH3:29])([CH3:30])[CH3:31])=[O:26])[C:20](=[O:36])[N:19]2[CH2:1][C:2]2[CH:7]=[CH:6][CH:5]=[CH:4][CH:3]=2)=[CH:14][CH:13]=1. The catalyst class is: 3. (5) Reactant: Cl.[NH2:2][CH2:3][CH2:4][CH2:5][CH2:6][CH2:7][N:8]1[C:13](=[O:14])[C:12]([C:15]2[N:19]([C:20]3[CH:27]=[CH:26][C:23]([C:24]#[N:25])=[CH:22][CH:21]=3)[N:18]=[CH:17][CH:16]=2)=[C:11]([CH3:28])[N:10]([C:29]2[CH:34]=[CH:33][CH:32]=[C:31]([C:35]([F:38])([F:37])[F:36])[CH:30]=2)[C:9]1=[O:39].C(N(CC)CC)C.[C:47](Cl)(=[O:49])[CH3:48].C(=O)([O-])O.[Na+]. Product: [C:24]([C:23]1[CH:22]=[CH:21][C:20]([N:19]2[C:15]([C:12]3[C:13](=[O:14])[N:8]([CH2:7][CH2:6][CH2:5][CH2:4][CH2:3][NH:2][C:47](=[O:49])[CH3:48])[C:9](=[O:39])[N:10]([C:29]4[CH:34]=[CH:33][CH:32]=[C:31]([C:35]([F:36])([F:38])[F:37])[CH:30]=4)[C:11]=3[CH3:28])=[CH:16][CH:17]=[N:18]2)=[CH:27][CH:26]=1)#[N:25]. The catalyst class is: 4. (6) The catalyst class is: 6. Reactant: C(O)(C)C.[ClH:5].[CH3:6][C:7]([C:40]([OH:42])=[O:41])([C:9]1[CH:10]=[CH:11][C:12]([CH:15]([OH:39])[CH2:16][CH2:17][CH2:18][N:19]2[CH2:24][CH2:23][CH:22]([C:25]([OH:38])([C:32]3[CH:33]=[CH:34][CH:35]=[CH:36][CH:37]=3)[C:26]3[CH:27]=[CH:28][CH:29]=[CH:30][CH:31]=3)[CH2:21][CH2:20]2)=[CH:13][CH:14]=1)[CH3:8]. Product: [CH3:8][C:7]([C:40]([OH:42])=[O:41])([C:9]1[CH:14]=[CH:13][C:12]([CH:15]([OH:39])[CH2:16][CH2:17][CH2:18][N:19]2[CH2:20][CH2:21][CH:22]([C:25]([OH:38])([C:26]3[CH:31]=[CH:30][CH:29]=[CH:28][CH:27]=3)[C:32]3[CH:33]=[CH:34][CH:35]=[CH:36][CH:37]=3)[CH2:23][CH2:24]2)=[CH:11][CH:10]=1)[CH3:6].[ClH:5]. (7) Reactant: [SH:1][C:2]1[CH:7]=[CH:6][C:5]([N+:8]([O-:10])=[O:9])=[CH:4][N:3]=1.Br[CH2:12][CH2:13][OH:14].C([O-])([O-])=O.[K+].[K+]. Product: [N+:8]([C:5]1[CH:6]=[CH:7][C:2]([S:1][CH2:12][CH2:13][OH:14])=[N:3][CH:4]=1)([O-:10])=[O:9]. The catalyst class is: 21.